This data is from Reaction yield outcomes from USPTO patents with 853,638 reactions. The task is: Predict the reaction yield, written as a fraction of the theoretical maximum amount of product (1.0 means a 100% yield; for example, 0.34 means a 34% yield). (1) The product is [OH:1][C:2]1[CH:7]=[C:6]([O:8][CH2:33][CH:32]([OH:34])[CH2:31][O:35][CH2:36][CH2:37][CH2:38][CH3:39])[CH:5]=[CH:4][C:3]=1[C:9]1[N:10]=[C:11]([C:23]2[CH:28]=[CH:27][C:26]([CH3:29])=[CH:25][C:24]=2[CH3:30])[N:12]=[C:13]([C:15]2[CH:20]=[CH:19][C:18]([CH3:21])=[CH:17][C:16]=2[CH3:22])[N:14]=1. The catalyst is C1(C)C(C)=CC=CC=1. The reactants are [OH:1][C:2]1[CH:7]=[C:6]([OH:8])[CH:5]=[CH:4][C:3]=1[C:9]1[N:14]=[C:13]([C:15]2[CH:20]=[CH:19][C:18]([CH3:21])=[CH:17][C:16]=2[CH3:22])[N:12]=[C:11]([C:23]2[CH:28]=[CH:27][C:26]([CH3:29])=[CH:25][C:24]=2[CH3:30])[N:10]=1.[CH2:31]([O:35][CH2:36][CH2:37][CH2:38][CH3:39])[CH:32]1[O:34][CH2:33]1.CN(C)CC1C=CC=CC=1. The yield is 0.860. (2) The reactants are [Br:1][C:2]1[CH:3]=[C:4](C2CCNCC2)[CH:5]=[CH:6][CH:7]=1.C([N:16]([CH2:19][CH3:20])[CH2:17][CH3:18])C.[C:29](O[C:29]([O:31][C:32]([CH3:35])([CH3:34])[CH3:33])=[O:30])([O:31][C:32]([CH3:35])([CH3:34])[CH3:33])=[O:30].O.C(#[N:39])C. The catalyst is CN(C1C=CN=CC=1)C. The product is [C:32]([O:31][C:29]([N:39]1[CH2:20][CH2:19][N:16]([C:4]2[CH:5]=[CH:6][CH:7]=[C:2]([Br:1])[CH:3]=2)[CH2:17][CH2:18]1)=[O:30])([CH3:33])([CH3:34])[CH3:35]. The yield is 0.950. (3) The product is [F:18][C:19]([F:32])([F:31])[S:20]([O:1][C:2]1[C:3]([CH3:11])=[CH:4][C:5]([C:6]#[N:7])=[CH:8][C:9]=1[CH3:10])(=[O:22])=[O:21]. The yield is 0.840. The reactants are [OH:1][C:2]1[C:9]([CH3:10])=[CH:8][C:5]([C:6]#[N:7])=[CH:4][C:3]=1[CH3:11].N1C=CC=CC=1.[F:18][C:19]([F:32])([F:31])[S:20](O[S:20]([C:19]([F:32])([F:31])[F:18])(=[O:22])=[O:21])(=[O:22])=[O:21]. The catalyst is C(Cl)Cl. (4) The reactants are Cl[CH2:2][C:3]1[CH:12]=[CH:11][C:6]2[O:7][CH2:8][CH2:9][O:10][C:5]=2[CH:4]=1.[C-:13]#[N:14].[Na+].O. The catalyst is CS(C)=O. The product is [O:7]1[CH2:8][CH2:9][O:10][C:5]2[CH:4]=[C:3]([CH2:2][C:13]#[N:14])[CH:12]=[CH:11][C:6]1=2. The yield is 0.860. (5) The reactants are [C:1]([O:5][C:6]([NH:8][CH2:9][CH2:10][CH2:11][C:12]([OH:14])=O)=[O:7])([CH3:4])([CH3:3])[CH3:2].CCN(C(C)C)C(C)C.CN(C(ON1N=NC2C=CC=NC1=2)=[N+](C)C)C.F[P-](F)(F)(F)(F)F.[NH2:48][CH2:49][C:50]1[CH:54]=[N:53][N:52]([CH2:55][C@@H:56]2[C@H:59]([NH:60][C:61](=[O:97])/[C:62](=[N:76]\[O:77][C:78]3([C:81]([O:83][CH:84]([C:91]4[CH:96]=[CH:95][CH:94]=[CH:93][CH:92]=4)[C:85]4[CH:90]=[CH:89][CH:88]=[CH:87][CH:86]=4)=[O:82])[CH2:80][CH2:79]3)/[C:63]3[N:64]=[C:65]([NH:68][C:69]([O:71][C:72]([CH3:75])([CH3:74])[CH3:73])=[O:70])[S:66][CH:67]=3)[C:58](=[O:98])[NH:57]2)[N:51]=1. The catalyst is C(Cl)Cl. The product is [C:1]([O:5][C:6]([NH:8][CH2:9][CH2:10][CH2:11][C:12]([NH:48][CH2:49][C:50]1[CH:54]=[N:53][N:52]([CH2:55][C@@H:56]2[C@H:59]([NH:60][C:61](=[O:97])/[C:62](=[N:76]\[O:77][C:78]3([C:81]([O:83][CH:84]([C:91]4[CH:96]=[CH:95][CH:94]=[CH:93][CH:92]=4)[C:85]4[CH:90]=[CH:89][CH:88]=[CH:87][CH:86]=4)=[O:82])[CH2:80][CH2:79]3)/[C:63]3[N:64]=[C:65]([NH:68][C:69]([O:71][C:72]([CH3:73])([CH3:75])[CH3:74])=[O:70])[S:66][CH:67]=3)[C:58](=[O:98])[NH:57]2)[N:51]=1)=[O:14])=[O:7])([CH3:2])([CH3:3])[CH3:4]. The yield is 0.460. (6) The reactants are CC1(C)C(C)(C)OB([C:9]2[CH:15]=[CH:14][C:12]([NH2:13])=[CH:11][CH:10]=2)O1.[NH2:17][C:18]1[C:23]([F:24])=[C:22](Cl)[N:21]=[C:20]([C:26]([O:28][CH3:29])=[O:27])[C:19]=1[CH:30]=[CH2:31].[F-].[K+].C(#N)C. The catalyst is [Cl-].[Na+].O.Cl[Pd](Cl)([P](C1C=CC=CC=1)(C1C=CC=CC=1)C1C=CC=CC=1)[P](C1C=CC=CC=1)(C1C=CC=CC=1)C1C=CC=CC=1.O. The product is [NH2:17][C:18]1[C:23]([F:24])=[C:22]([C:9]2[CH:10]=[CH:11][C:12]([NH2:13])=[CH:14][CH:15]=2)[N:21]=[C:20]([C:26]([O:28][CH3:29])=[O:27])[C:19]=1[CH:30]=[CH2:31]. The yield is 0.890.